This data is from Reaction yield outcomes from USPTO patents with 853,638 reactions. The task is: Predict the reaction yield, written as a fraction of the theoretical maximum amount of product (1.0 means a 100% yield; for example, 0.34 means a 34% yield). (1) The reactants are Br[C:2]1[CH:11]=[CH:10][C:5]([C:6]([O:8][CH3:9])=[O:7])=[C:4]([O:12][CH3:13])[CH:3]=1.[Cl:14][C:15]1[CH:20]=[CH:19][C:18](B(O)O)=[CH:17][CH:16]=1.[O-]P([O-])([O-])=O.[K+].[K+].[K+]. The catalyst is O1CCOCC1.CO.C1C=CC(P(C2C=CC=CC=2)[C-]2C=CC=C2)=CC=1.C1C=CC(P(C2C=CC=CC=2)[C-]2C=CC=C2)=CC=1.Cl[Pd]Cl.[Fe+2]. The product is [CH3:9][O:8][C:6]([C:5]1[CH:10]=[CH:11][C:2]([C:18]2[CH:19]=[CH:20][C:15]([Cl:14])=[CH:16][CH:17]=2)=[CH:3][C:4]=1[O:12][CH3:13])=[O:7]. The yield is 0.780. (2) The reactants are [F:1][C:2]([F:13])([F:12])[C:3]1[CH:4]=[C:5](B(O)O)[CH:6]=[CH:7][CH:8]=1.[C:14]([O:18][C:19](=[O:30])[NH:20][CH2:21][CH2:22][C:23]1[CH:28]=[CH:27][C:26]([OH:29])=[CH:25][CH:24]=1)([CH3:17])([CH3:16])[CH3:15].N1C=CC=CC=1. The catalyst is C(Cl)Cl.CCOCC.C([O-])(=O)C.[Cu+2].C([O-])(=O)C. The product is [C:14]([O:18][C:19](=[O:30])[NH:20][CH2:21][CH2:22][C:23]1[CH:28]=[CH:27][C:26]([O:29][C:5]2[CH:6]=[CH:7][CH:8]=[C:3]([C:2]([F:13])([F:12])[F:1])[CH:4]=2)=[CH:25][CH:24]=1)([CH3:17])([CH3:15])[CH3:16]. The yield is 0.224. (3) The yield is 0.730. The reactants are [CH3:1][C:2]1[C:6]2[CH:7]=[CH:8][CH:9]=[C:10]([CH3:11])[C:5]=2[O:4][N:3]=1.[N+:12]([O-])([OH:14])=[O:13]. The product is [CH3:1][C:2]1[C:6]2[CH:7]=[C:8]([N+:12]([O-:14])=[O:13])[CH:9]=[C:10]([CH3:11])[C:5]=2[O:4][N:3]=1. The catalyst is OS(O)(=O)=O.O. (4) The reactants are [Br:1][C:2]1[CH:9]=[CH:8][C:5]([CH:6]=[O:7])=[CH:4][CH:3]=1.[OH:10][CH2:11][C:12]([CH3:16])([CH2:14]O)[CH3:13]. The catalyst is C1C=CC=CC=1.C1(C)C=CC(S(O)(=O)=O)=CC=1. The product is [Br:1][C:2]1[CH:9]=[CH:8][C:5]([CH:6]2[O:10][CH2:11][C:12]([CH3:16])([CH3:14])[CH2:13][O:7]2)=[CH:4][CH:3]=1. The yield is 0.930. (5) The reactants are C(=[N:14][C:15]1[C:16]2[C:17]3[CH2:28][CH2:27][N:26]([CH2:29][C:30]4[CH:35]=[CH:34][CH:33]=[CH:32][CH:31]=4)[CH2:25][CH2:24][C:18]=3[NH:19][C:20]=2[CH:21]=[CH:22][CH:23]=1)(C1C=CC=CC=1)C1C=CC=CC=1.Cl. The catalyst is O1CCCC1. The product is [CH2:29]([N:26]1[CH2:27][CH2:28][C:17]2[C:16]3[C:15]([NH2:14])=[CH:23][CH:22]=[CH:21][C:20]=3[NH:19][C:18]=2[CH2:24][CH2:25]1)[C:30]1[CH:35]=[CH:34][CH:33]=[CH:32][CH:31]=1. The yield is 0.820. (6) The reactants are BrBr.[CH:3]1([C:6](=O)[CH2:7][C:8]([O:10][CH3:11])=[O:9])[CH2:5][CH2:4]1.C([O-])(O)=O.[Na+].[Cl:18][C:19]1[CH:24]=[CH:23][C:22]([C:25](=[S:27])[NH2:26])=[CH:21][CH:20]=1. The catalyst is C(Cl)(Cl)(Cl)Cl.CCO. The product is [CH3:11][O:10][C:8]([C:7]1[S:27][C:25]([C:22]2[CH:23]=[CH:24][C:19]([Cl:18])=[CH:20][CH:21]=2)=[N:26][C:6]=1[CH:3]1[CH2:5][CH2:4]1)=[O:9]. The yield is 0.520. (7) No catalyst specified. The reactants are [CH3:1][C:2]1([CH2:5][OH:6])[CH2:4][CH2:3]1.[N+:7]([C:10]1[CH:17]=[CH:16][CH:15]=[C:14]([N+]([O-])=O)[C:11]=1[C:12]#[N:13])([O-:9])=[O:8]. The product is [CH3:1][C:2]1([CH2:5][O:6][C:14]2[CH:15]=[CH:16][CH:17]=[C:10]([N+:7]([O-:9])=[O:8])[C:11]=2[C:12]#[N:13])[CH2:4][CH2:3]1. The yield is 0.650. (8) The reactants are Cl[C:2]1[C:7]([CH:8]=O)=[CH:6][CH:5]=[CH:4][N:3]=1.C(N(CC)CC)C.[C:17]([O:21][CH3:22])(=[O:20])[CH2:18][SH:19]. The catalyst is CC#N. The product is [CH3:22][O:21][C:17]([C:18]1[S:19][C:2]2=[N:3][CH:4]=[CH:5][CH:6]=[C:7]2[CH:8]=1)=[O:20]. The yield is 0.290. (9) The reactants are Br[C:2]1[C:7](=[O:8])[N:6]([CH2:9][C:10]2[CH:15]=[CH:14][C:13]([C:16]3[C:17]([C:22]#[N:23])=[CH:18][CH:19]=[CH:20][CH:21]=3)=[CH:12][CH:11]=2)[C:5]([CH2:24][CH2:25][CH3:26])=[N:4][C:3]=1[CH3:27].[NH:28]1[C:36]2[C:31](=[CH:32][C:33](B(O)O)=[CH:34][CH:35]=2)[CH:30]=[CH:29]1.C(=O)([O-])[O-].[Cs+].[Cs+].O1CCOCC1. The catalyst is C(OCC)(=O)C.C1C=CC(P(C2C=CC=CC=2)[C-]2C=CC=C2)=CC=1.C1C=CC(P(C2C=CC=CC=2)[C-]2C=CC=C2)=CC=1.Cl[Pd]Cl.[Fe+2].ClCCl. The product is [NH:28]1[C:36]2[C:31](=[CH:32][C:33]([C:2]3[C:7](=[O:8])[N:6]([CH2:9][C:10]4[CH:15]=[CH:14][C:13]([C:16]5[C:17]([C:22]#[N:23])=[CH:18][CH:19]=[CH:20][CH:21]=5)=[CH:12][CH:11]=4)[C:5]([CH2:24][CH2:25][CH3:26])=[N:4][C:3]=3[CH3:27])=[CH:34][CH:35]=2)[CH:30]=[CH:29]1. The yield is 0.620.